Dataset: Reaction yield outcomes from USPTO patents with 853,638 reactions. Task: Predict the reaction yield, written as a fraction of the theoretical maximum amount of product (1.0 means a 100% yield; for example, 0.34 means a 34% yield). (1) The reactants are Cl.[CH2:2]1[C:14]2[C:13]3[CH:12]=[CH:11][CH:10]=[CH:9][C:8]=3[N:7]([CH2:15][C:16]([O:18][CH2:19][CH3:20])=[O:17])[C:6]=2[CH2:5][CH2:4][NH:3]1.[CH:21]1([CH:27]([C:31]2[CH:36]=[CH:35][CH:34]=[CH:33][CH:32]=2)[C:28](O)=[O:29])[CH2:26][CH2:25][CH2:24][CH2:23][CH2:22]1.CCN(C(C)C)C(C)C.O=P(Cl)(Cl)Cl.C([O-])(O)=O.[Na+]. The catalyst is ClCCl. The product is [CH:31]1([CH:27]([C:21]2[CH:22]=[CH:23][CH:24]=[CH:25][CH:26]=2)[C:28]([N:3]2[CH2:4][CH2:5][C:6]3[N:7]([CH2:15][C:16]([O:18][CH2:19][CH3:20])=[O:17])[C:8]4[CH:9]=[CH:10][CH:11]=[CH:12][C:13]=4[C:14]=3[CH2:2]2)=[O:29])[CH2:36][CH2:35][CH2:34][CH2:33][CH2:32]1. The yield is 0.740. (2) The reactants are [F:1][C:2]1[CH:7]=[CH:6][C:5]([C:8]2[N:12]=[N:11][N:10]([CH3:13])[C:9]=2[C:14](=[O:16])[CH3:15])=[CH:4][CH:3]=1.CC(OCC1C2C(=CC=CC=2)C(COC(C)=O)=C2C=1C=CC=C2)=O.[Br:41]Br. The catalyst is C(Cl)(Cl)Cl. The product is [Br:41][CH2:15][C:14]([C:9]1[N:10]([CH3:13])[N:11]=[N:12][C:8]=1[C:5]1[CH:4]=[CH:3][C:2]([F:1])=[CH:7][CH:6]=1)=[O:16]. The yield is 0.630. (3) The reactants are [Br:1][C:2]1[CH:10]=[CH:9][C:5]([C:6](Cl)=[O:7])=[CH:4][C:3]=1[F:11].[C:12]1([O:18][CH3:19])[CH:17]=[CH:16][CH:15]=[CH:14][CH:13]=1.[Al+3].[Cl-].[Cl-].[Cl-].Cl. The catalyst is C(Cl)Cl. The product is [Br:1][C:2]1[CH:10]=[CH:9][C:5]([C:6]([C:15]2[CH:16]=[CH:17][C:12]([O:18][CH3:19])=[CH:13][CH:14]=2)=[O:7])=[CH:4][C:3]=1[F:11]. The yield is 0.830. (4) The catalyst is ClCCCl. The yield is 0.840. The product is [CH2:1]([N:8]1[CH2:13][CH2:12][C:11]2([C:21]3[C:16](=[CH:17][CH:18]=[CH:19][C:20]=3[CH2:22][NH:23][CH:37]([CH3:39])[CH3:36])[N:15]([C:24]3[C:25]4[CH:32]([CH:33]([CH3:35])[CH3:34])[CH2:31][CH2:30][C:26]=4[N:27]=[CH:28][N:29]=3)[CH2:14]2)[CH2:10][CH2:9]1)[C:2]1[CH:3]=[CH:4][CH:5]=[CH:6][CH:7]=1. The reactants are [CH2:1]([N:8]1[CH2:13][CH2:12][C:11]2([C:21]3[C:16](=[CH:17][CH:18]=[CH:19][C:20]=3[CH2:22][NH2:23])[N:15]([C:24]3[C:25]4[CH:32]([CH:33]([CH3:35])[CH3:34])[CH2:31][CH2:30][C:26]=4[N:27]=[CH:28][N:29]=3)[CH2:14]2)[CH2:10][CH2:9]1)[C:2]1[CH:7]=[CH:6][CH:5]=[CH:4][CH:3]=1.[CH3:36][C:37]([CH3:39])=O.[BH-](OC(C)=O)(OC(C)=O)OC(C)=O.[Na+].